Predict the product of the given reaction. From a dataset of Forward reaction prediction with 1.9M reactions from USPTO patents (1976-2016). (1) Given the reactants [F:1][C:2]1[CH:3]=[C:4]([C@H:9]2[NH:14][C:13](=[O:15])[C:12]([CH3:17])([CH3:16])[O:11][CH2:10]2)[CH:5]=[C:6]([F:8])[CH:7]=1.[H-].[Na+].Br[CH2:21][C:22]([O:24][CH2:25][CH3:26])=[O:23].C([O-])(O)=O.[Na+], predict the reaction product. The product is: [F:8][C:6]1[CH:5]=[C:4]([C@H:9]2[N:14]([CH2:21][C:22]([O:24][CH2:25][CH3:26])=[O:23])[C:13](=[O:15])[C:12]([CH3:17])([CH3:16])[O:11][CH2:10]2)[CH:3]=[C:2]([F:1])[CH:7]=1. (2) Given the reactants [Cl:1][C:2]1[C:7]([NH:8][C:9](=[O:31])[C:10]2[CH:15]=[C:14]([CH2:16][C:17]3[C:18](=[O:29])[C:19]([O:27][CH3:28])=[C:20]([O:25][CH3:26])[C:21](=[O:24])[C:22]=3[CH3:23])[CH:13]=[CH:12][C:11]=2[OH:30])=[CH:6][CH:5]=[CH:4][N:3]=1.[CH3:32][Si](C=[N+]=[N-])(C)C, predict the reaction product. The product is: [Cl:1][C:2]1[C:7]([NH:8][C:9](=[O:31])[C:10]2[CH:15]=[C:14]([CH2:16][C:17]3[C:18](=[O:29])[C:19]([O:27][CH3:28])=[C:20]([O:25][CH3:26])[C:21](=[O:24])[C:22]=3[CH3:23])[CH:13]=[CH:12][C:11]=2[O:30][CH3:32])=[CH:6][CH:5]=[CH:4][N:3]=1. (3) The product is: [CH3:32][O:31][C:26]1[CH:25]=[C:24]([C:21]2[CH:20]=[C:19]([C:33]3[O:34][C:35]4[C:40]([N:41]=3)=[CH:39][CH:38]=[CH:37][N:36]=4)[C:18]([NH2:17])=[N:23][CH:22]=2)[CH:29]=[CH:28][C:27]=1[O:30][CH2:67][CH2:66][N:61]1[CH2:65][CH2:64][CH2:63][CH2:62]1. Given the reactants N(C(OC(C)(C)C)=O)=NC(OC(C)(C)C)=O.[NH2:17][C:18]1[N:23]=[CH:22][C:21]([C:24]2[CH:29]=[CH:28][C:27]([OH:30])=[C:26]([O:31][CH3:32])[CH:25]=2)=[CH:20][C:19]=1[C:33]1[O:34][C:35]2[C:40]([N:41]=1)=[CH:39][CH:38]=[CH:37][N:36]=2.C1(P(C2C=CC=CC=2)C2C=CC=CC=2)C=CC=CC=1.[N:61]1([CH2:66][CH2:67]O)[CH2:65][CH2:64][CH2:63][CH2:62]1, predict the reaction product. (4) The product is: [Cl:1][C:2]1[CH:8]=[CH:7][CH:6]=[CH:5][C:3]=1[NH:4][C:12](=[O:13])[CH:11]=[C:10]([CH3:15])[CH3:9]. Given the reactants [Cl:1][C:2]1[CH:8]=[CH:7][CH:6]=[CH:5][C:3]=1[NH2:4].[CH3:9][C:10]([CH3:15])=[CH:11][C:12](Cl)=[O:13], predict the reaction product. (5) Given the reactants O[CH2:2][C:3]1[CH:8]=[CH:7][N:6]=[C:5]([NH:9][C:10](=[O:16])[O:11][C:12]([CH3:15])([CH3:14])[CH3:13])[CH:4]=1.O=S(Cl)[Cl:19], predict the reaction product. The product is: [Cl:19][CH2:2][C:3]1[CH:8]=[CH:7][N:6]=[C:5]([NH:9][C:10](=[O:16])[O:11][C:12]([CH3:15])([CH3:14])[CH3:13])[CH:4]=1. (6) Given the reactants [CH3:1][C:2]1[CH:11]=[CH:10][CH:9]=[C:8]2[C:3]=1[CH2:4][CH2:5][C:6]([NH2:15])([C:12]([OH:14])=[O:13])[CH2:7]2.C(N(CC)CC)C.[C:23](=O)([O:39]N1C(=O)CCC1=O)[O:24][CH2:25][CH:26]1[C:38]2[CH:37]=[CH:36][CH:35]=[CH:34][C:33]=2[C:32]2[C:27]1=[CH:28][CH:29]=[CH:30][CH:31]=2, predict the reaction product. The product is: [C:23]([CH:7]1[C:8]2[C:3](=[C:2]([CH3:1])[CH:11]=[CH:10][CH:9]=2)[CH2:4][CH2:5][C:6]1([NH2:15])[C:12]([OH:14])=[O:13])([O:24][CH2:25][CH:26]1[C:27]2[C:32](=[CH:31][CH:30]=[CH:29][CH:28]=2)[C:33]2[C:38]1=[CH:37][CH:36]=[CH:35][CH:34]=2)=[O:39].